This data is from Reaction yield outcomes from USPTO patents with 853,638 reactions. The task is: Predict the reaction yield, written as a fraction of the theoretical maximum amount of product (1.0 means a 100% yield; for example, 0.34 means a 34% yield). (1) The reactants are [Cl-].[CH3:2][O:3][CH2:4][P+](C1C=CC=CC=1)(C1C=CC=CC=1)C1C=CC=CC=1.[H-].[Na+].[CH3:26][C:27]1[C:28]([C:34]([CH:36]2[CH2:38][CH2:37]2)=O)=[N:29][CH:30]=[CH:31][C:32]=1[Cl:33]. The catalyst is C1COCC1. The product is [CH:36]1([C:34]([C:28]2[C:27]([CH3:26])=[C:32]([Cl:33])[CH:31]=[CH:30][N:29]=2)=[CH:2][O:3][CH3:4])[CH2:38][CH2:37]1. The yield is 0.820. (2) The reactants are C(O[C:4]([C:6]1[CH:11]=[CH:10][N:9]=[C:8]([NH:12][C:13]2[CH:18]=[CH:17][C:16]([N:19]3[CH:23]=[C:22]([CH3:24])[N:21]=[CH:20]3)=[C:15]([O:25][CH3:26])[CH:14]=2)[N:7]=1)=[O:5])C.[CH:27]1([Mg]Br)[CH2:29][CH2:28]1.C(=O)([O-])[O-].[Na+].[Na+].O1[CH2:42][CH2:41][CH2:40]C1. No catalyst specified. The product is [CH:27]1([C:4]([CH:40]2[CH2:41][CH2:42]2)([C:6]2[CH:11]=[CH:10][N:9]=[C:8]([NH:12][C:13]3[CH:18]=[CH:17][C:16]([N:19]4[CH:23]=[C:22]([CH3:24])[N:21]=[CH:20]4)=[C:15]([O:25][CH3:26])[CH:14]=3)[N:7]=2)[OH:5])[CH2:29][CH2:28]1. The yield is 0.880.